This data is from Catalyst prediction with 721,799 reactions and 888 catalyst types from USPTO. The task is: Predict which catalyst facilitates the given reaction. (1) Reactant: C(OC(=O)[NH:7][CH2:8][CH2:9][NH2:10])(C)(C)C.CCN(C(C)C)C(C)C.[Br:21][C:22]1[CH:27]=[CH:26][CH:25]=[CH:24][C:23]=1[S:28](Cl)(=[O:30])=[O:29]. Product: [NH2:10][CH2:9][CH2:8][NH:7][S:28]([C:23]1[CH:24]=[CH:25][CH:26]=[CH:27][C:22]=1[Br:21])(=[O:30])=[O:29]. The catalyst class is: 2. (2) Reactant: [F:1][C:2]1([CH2:22][CH2:23][CH:24]2[C:32]3[C:27](=[CH:28][CH:29]=[CH:30][CH:31]=3)[C:26]3=[CH:33][N:34]=[CH:35][N:25]23)[CH2:7][CH2:6][N:5]([C:8](=[O:21])[C@@H:9]([NH:13]C(=O)OC(C)(C)C)[CH:10]([CH3:12])[CH3:11])[CH2:4][CH2:3]1.C(O)(C(F)(F)F)=O.C([O-])(O)=O.[Na+].CCO. Product: [NH2:13][C@@H:9]([CH:10]([CH3:12])[CH3:11])[C:8]([N:5]1[CH2:4][CH2:3][C:2]([F:1])([CH2:22][CH2:23][CH:24]2[C:32]3[C:27](=[CH:28][CH:29]=[CH:30][CH:31]=3)[C:26]3=[CH:33][N:34]=[CH:35][N:25]23)[CH2:7][CH2:6]1)=[O:21]. The catalyst class is: 635. (3) Reactant: [Cl-].[C:2]([NH:5][C:6]1[CH:23]=[CH:22][C:9]([NH:10][C:11]2[C:20]3[C:15](=[CH:16][CH:17]=[C:18](N)[CH:19]=3)[NH+:14]=[CH:13][CH:12]=2)=[CH:8][CH:7]=1)(=[O:4])[CH3:3].C=O.[BH3-][C:27]#[N:28].[Na+].[CH3:30]C([O-])=O.[Na+].Cl.N. Product: [CH3:30][N:28]([CH3:27])[C:18]1[CH:19]=[C:20]2[C:15](=[CH:16][CH:17]=1)[N:14]=[CH:13][CH:12]=[C:11]2[NH:10][C:9]1[CH:22]=[CH:23][C:6]([NH:5][C:2](=[O:4])[CH3:3])=[CH:7][CH:8]=1. The catalyst class is: 5. (4) Reactant: I[C:2]1[C:10]2[C:5](=[N:6][CH:7]=[N:8][C:9]=2[NH2:11])[N:4]([CH:12]([C:14]2[CH:15]=[C:16]3[N:21]([C:22]=2[C:23]2[CH:28]=[CH:27][CH:26]=[CH:25][N:24]=2)[CH:20]=[CH:19][CH:18]=[CH:17]3)[CH3:13])[N:3]=1.[OH:29][C:30]1[CH:31]=[C:32](B(O)O)[CH:33]=[C:34]([C:36]([F:39])([F:38])[F:37])[CH:35]=1.CCO.C([O-])([O-])=O.[Na+].[Na+]. Product: [NH2:11][C:9]1[N:8]=[CH:7][N:6]=[C:5]2[N:4]([CH:12]([C:14]3[CH:15]=[C:16]4[N:21]([C:22]=3[C:23]3[CH:28]=[CH:27][CH:26]=[CH:25][N:24]=3)[CH:20]=[CH:19][CH:18]=[CH:17]4)[CH3:13])[N:3]=[C:2]([C:32]3[CH:31]=[C:30]([OH:29])[CH:35]=[C:34]([C:36]([F:39])([F:37])[F:38])[CH:33]=3)[C:10]=12. The catalyst class is: 104.